Task: Regression. Given a peptide amino acid sequence and an MHC pseudo amino acid sequence, predict their binding affinity value. This is MHC class II binding data.. Dataset: Peptide-MHC class II binding affinity with 134,281 pairs from IEDB (1) The peptide sequence is LVAGPAGSYAADLGY. The MHC is DRB1_1302 with pseudo-sequence DRB1_1302. The binding affinity (normalized) is 0.209. (2) The peptide sequence is IYKASPTLAFPAGVC. The MHC is HLA-DQA10104-DQB10503 with pseudo-sequence HLA-DQA10104-DQB10503. The binding affinity (normalized) is 0.261.